Predict the reaction yield, written as a fraction of the theoretical maximum amount of product (1.0 means a 100% yield; for example, 0.34 means a 34% yield). From a dataset of Reaction yield outcomes from USPTO patents with 853,638 reactions. (1) The yield is 0.870. The reactants are CO[C:3](=[O:28])[C:4]1[CH:9]=[CH:8][C:7]([O:10][CH2:11][C:12]2[C:13]([C:21]3[CH:26]=[CH:25][C:24]([F:27])=[CH:23][CH:22]=3)=[N:14][O:15][C:16]=2[C:17]([F:20])([F:19])[F:18])=[N:6][CH:5]=1.[CH:29]1([CH2:32][NH2:33])[CH2:31][CH2:30]1. No catalyst specified. The product is [CH:29]1([CH2:32][NH:33][C:3](=[O:28])[C:4]2[CH:9]=[CH:8][C:7]([O:10][CH2:11][C:12]3[C:13]([C:21]4[CH:22]=[CH:23][C:24]([F:27])=[CH:25][CH:26]=4)=[N:14][O:15][C:16]=3[C:17]([F:20])([F:19])[F:18])=[N:6][CH:5]=2)[CH2:31][CH2:30]1. (2) The product is [CH2:12]([O:11][C:9](=[O:10])[C@H:8]([CH2:19][CH2:20][CH3:21])[CH2:7][C:6]([OH:22])=[O:5])[C:13]1[CH:18]=[CH:17][CH:16]=[CH:15][CH:14]=1. The yield is 0.990. The catalyst is C(Cl)Cl. The reactants are C([O:5][C:6](=[O:22])[CH2:7][C@@H:8]([CH2:19][CH2:20][CH3:21])[C:9]([O:11][CH2:12][C:13]1[CH:18]=[CH:17][CH:16]=[CH:15][CH:14]=1)=[O:10])(C)(C)C.FC(F)(F)C(O)=O. (3) The yield is 0.590. The product is [N:1]1([C:13]([O:15][CH2:16][C:17]2[CH:18]=[CH:19][CH:20]=[CH:21][CH:22]=2)=[O:14])[CH2:7][CH2:6][CH2:5][CH:4]([C:8]([O:10][CH2:11][CH3:12])=[O:9])[CH2:3][CH2:2]1. The catalyst is C1COCC1.ClCCl.[Pd]. The reactants are [N:1]1([C:13]([O:15][CH2:16][C:17]2[CH:22]=[CH:21][CH:20]=[CH:19][CH:18]=2)=[O:14])[CH2:7][CH2:6][CH:5]=[C:4]([C:8]([O:10][CH2:11][CH3:12])=[O:9])[CH2:3][CH2:2]1.CCN(C(C)C)C(C)C.ClC(OCC1C=CC=CC=1)=O. (4) The reactants are Cl.[Cl:2][C:3]1[CH:8]=[CH:7][C:6]([N:9]2[CH2:14][CH2:13][CH2:12][C@@H:11]([C:15]([OH:17])=O)[CH2:10]2)=[CH:5][C:4]=1[C:18]1[NH:22][C:21]2[CH:23]=[CH:24][C:25]([F:27])=[CH:26][C:20]=2[N:19]=1.CN(C(ON1N=NC2C=CC=NC1=2)=[N+](C)C)C.F[P-](F)(F)(F)(F)F.[O:52]1[CH2:57][CH2:56][N:55](CCN)[CH2:54][CH2:53]1. No catalyst specified. The product is [Cl:2][C:3]1[CH:8]=[CH:7][C:6]([N:9]2[CH2:14][CH2:13][CH2:12][C@@H:11]([C:15]([N:55]3[CH2:56][CH2:57][O:52][CH2:53][CH2:54]3)=[O:17])[CH2:10]2)=[CH:5][C:4]=1[C:18]1[NH:22][C:21]2[CH:23]=[CH:24][C:25]([F:27])=[CH:26][C:20]=2[N:19]=1. The yield is 0.290. (5) The reactants are [NH:1]1[CH:5]=[C:4]([C:6]2[C:7]3[CH:14]=[CH:13][N:12]([CH2:15][O:16][CH2:17][CH2:18][Si:19]([CH3:22])([CH3:21])[CH3:20])[C:8]=3[N:9]=[CH:10][N:11]=2)[CH:3]=[N:2]1.C(#N)C.C1CCN2C(=NCCC2)CC1.[C:37]([O:46][CH3:47])(=[O:45])/[CH:38]=[CH:39]/[CH2:40][C:41]([O:43][CH3:44])=[O:42]. The catalyst is C(OCC)(=O)C. The product is [CH3:20][Si:19]([CH3:22])([CH3:21])[CH2:18][CH2:17][O:16][CH2:15][N:12]1[C:8]2[N:9]=[CH:10][N:11]=[C:6]([C:4]3[CH:5]=[N:1][N:2]([CH:39]([CH2:40][C:41]([O:43][CH3:44])=[O:42])[CH2:38][C:37]([O:46][CH3:47])=[O:45])[CH:3]=3)[C:7]=2[CH:14]=[CH:13]1. The yield is 0.640.